Predict the reaction yield, written as a fraction of the theoretical maximum amount of product (1.0 means a 100% yield; for example, 0.34 means a 34% yield). From a dataset of Reaction yield outcomes from USPTO patents with 853,638 reactions. (1) The reactants are [Si:1]([O:8][CH2:9][CH2:10][N:11]([C@H:19]1[C:27]2[C:22](=[C:23]([C:28]#[N:29])[CH:24]=[CH:25][CH:26]=2)[CH2:21][CH2:20]1)[C:12](=[O:18])[O:13][C:14]([CH3:17])([CH3:16])[CH3:15])([C:4]([CH3:7])([CH3:6])[CH3:5])([CH3:3])[CH3:2].Cl.[NH2:31][OH:32].C([O-])([O-])=O.[Na+].[Na+]. The catalyst is CCO. The product is [Si:1]([O:8][CH2:9][CH2:10][N:11]([C@H:19]1[C:27]2[C:22](=[C:23]([C:28](=[NH:29])[NH:31][OH:32])[CH:24]=[CH:25][CH:26]=2)[CH2:21][CH2:20]1)[C:12](=[O:18])[O:13][C:14]([CH3:17])([CH3:16])[CH3:15])([C:4]([CH3:5])([CH3:6])[CH3:7])([CH3:3])[CH3:2]. The yield is 1.00. (2) The reactants are [NH2:1][C:2]1[CH:11]=[C:10]2[C:5]([CH:6]=[CH:7][CH:8]=[C:9]2[N:12]2[CH2:17][CH2:16][N:15]([CH3:18])[CH2:14][CH2:13]2)=[CH:4][CH:3]=1.C(N(CC)CC)C.[C:26](Cl)(=[O:32])[CH2:27][CH2:28][CH2:29][CH2:30][CH3:31]. The catalyst is C(#N)C. The product is [C:26]([NH:1][C:2]1[CH:11]=[C:10]2[C:5]([CH:6]=[CH:7][CH:8]=[C:9]2[N:12]2[CH2:17][CH2:16][N:15]([CH3:18])[CH2:14][CH2:13]2)=[CH:4][CH:3]=1)(=[O:32])[CH2:27][CH2:28][CH2:29][CH2:30][CH3:31]. The yield is 0.370. (3) The reactants are COC([CH:5]1[C:14](=[O:15])[CH:13]2[CH2:16][CH:7]3[CH2:8][CH:9]([O:17][C:18]([C:20]4[C:28]5[C:23](=[CH:24][CH:25]=[CH:26][CH:27]=5)[NH:22][CH:21]=4)=[O:19])[CH2:10][CH:11]([CH2:12]2)[N:6]13)=O.[Li+].[Cl-].CCOC(C)=O.CO. The catalyst is CN(C)C=O. The product is [O:15]=[C:14]1[CH:13]2[CH2:16][CH:7]3[CH2:8][CH:9]([O:17][C:18]([C:20]4[C:28]5[C:23](=[CH:24][CH:25]=[CH:26][CH:27]=5)[NH:22][CH:21]=4)=[O:19])[CH2:10][CH:11]([CH2:12]2)[N:6]3[CH2:5]1. The yield is 0.830. (4) The reactants are FC(F)(F)C(O)=O.[F:8][C:9]([F:58])([F:57])[C:10]1[CH:11]=[C:12]([C:20]([CH3:56])([CH3:55])[C:21]([N:23]([CH3:54])[C:24]2[C:25]([C:46]3[CH:51]=[CH:50][C:49]([F:52])=[CH:48][C:47]=3[CH3:53])=[CH:26][C:27]([C:30]#[C:31][CH2:32][C@@H:33]([NH:38]C(OC(C)(C)C)=O)[C:34]([O:36][CH3:37])=[O:35])=[N:28][CH:29]=2)=[O:22])[CH:13]=[C:14]([C:16]([F:19])([F:18])[F:17])[CH:15]=1. The catalyst is ClCCl.C([O-])(O)=O.[Na+]. The product is [NH2:38][C@H:33]([CH2:32][C:31]#[C:30][C:27]1[CH:26]=[C:25]([C:46]2[CH:51]=[CH:50][C:49]([F:52])=[CH:48][C:47]=2[CH3:53])[C:24]([N:23]([C:21](=[O:22])[C:20]([C:12]2[CH:11]=[C:10]([C:9]([F:57])([F:58])[F:8])[CH:15]=[C:14]([C:16]([F:18])([F:17])[F:19])[CH:13]=2)([CH3:55])[CH3:56])[CH3:54])=[CH:29][N:28]=1)[C:34]([O:36][CH3:37])=[O:35]. The yield is 0.890. (5) The reactants are [Cl-].O[NH3+:3].[C:4](=[O:7])([O-])[OH:5].[Na+].CS(C)=O.[CH3:13][C:14]1([CH3:50])[CH2:23][CH2:22][C:21]2[C:16](=[CH:17][CH:18]=[C:19]([C:24]3[C:29](=[O:30])[N:28]([CH2:31][C:32]4[CH:37]=[CH:36][C:35]([C:38]5[C:39]([C:44]#[N:45])=[CH:40][CH:41]=[CH:42][CH:43]=5)=[CH:34][CH:33]=4)[C:27]([CH2:46][CH2:47][CH3:48])=[N:26][C:25]=3[CH3:49])[CH:20]=2)[O:15]1. The catalyst is O. The product is [CH3:13][C:14]1([CH3:50])[CH2:23][CH2:22][C:21]2[C:16](=[CH:17][CH:18]=[C:19]([C:24]3[C:29](=[O:30])[N:28]([CH2:31][C:32]4[CH:37]=[CH:36][C:35]([C:38]5[CH:43]=[CH:42][CH:41]=[CH:40][C:39]=5[C:44]5[NH:3][C:4](=[O:7])[O:5][N:45]=5)=[CH:34][CH:33]=4)[C:27]([CH2:46][CH2:47][CH3:48])=[N:26][C:25]=3[CH3:49])[CH:20]=2)[O:15]1. The yield is 0.700. (6) The reactants are [O:1]1[C:6]2[CH:7]=[CH:8][CH:9]=[CH:10][C:5]=2[N:4]([CH2:11][CH2:12][O:13][C:14]2[CH:19]=[CH:18][C:17]([CH2:20][CH:21]([O:26][CH2:27][CH3:28])[C:22]([O:24][CH3:25])=[O:23])=[CH:16][CH:15]=2)[CH2:3][CH2:2]1.[CH:29]([N-]C(C)C)(C)C.[Li+].CI.Cl. The catalyst is O1CCCC1.O. The product is [CH3:29][C:21]([O:26][CH2:27][CH3:28])([CH2:20][C:17]1[CH:16]=[CH:15][C:14]([O:13][CH2:12][CH2:11][N:4]2[C:5]3[CH:10]=[CH:9][CH:8]=[CH:7][C:6]=3[O:1][CH2:2][CH2:3]2)=[CH:19][CH:18]=1)[C:22]([O:24][CH3:25])=[O:23]. The yield is 0.800. (7) The reactants are [CH3:1][O:2][C:3]1[CH:4]=[C:5]2[C:10](=[CH:11][CH:12]=1)[C:9]([OH:13])=[C:8]([C:14]1[CH:19]=[CH:18][CH:17]=[CH:16][CH:15]=1)[C:7]([CH3:20])=[CH:6]2.[H-].[Na+].F[C:24]1[CH:31]=[CH:30][C:27]([CH:28]=[O:29])=[CH:26][C:25]=1[C:32]([F:35])([F:34])[F:33]. The catalyst is CN(C=O)C. The product is [CH3:20][C:7]1[C:8]([C:14]2[CH:15]=[CH:16][CH:17]=[CH:18][CH:19]=2)=[C:9]([O:13][C:24]2[CH:31]=[CH:30][C:27]([CH:28]=[O:29])=[CH:26][C:25]=2[C:32]([F:33])([F:35])[F:34])[C:10]2[C:5]([CH:6]=1)=[CH:4][C:3]([O:2][CH3:1])=[CH:12][CH:11]=2. The yield is 0.610. (8) The reactants are C(C1C=[CH:7][CH:6]=[CH:5][N:4]=1)#N.[C:9](O)(=[S:13])[CH:10]([CH3:12])O.[N:15]1C=C[CH:18]=[CH:17][CH:16]=1.CC[OH:23]. No catalyst specified. The product is [CH3:18][C:17]1[S:13][C:9]([C:10]2[CH:12]=[CH:7][CH:6]=[CH:5][N:4]=2)=[N:15][C:16]=1[OH:23]. The yield is 0.760. (9) The reactants are [Cl:1][C:2]1[CH:3]=[C:4]([C:8]2[O:12][N:11]=[C:10]([C@H:13]3[CH2:17][CH2:16][CH2:15][N:14]3[C:18]3[N:19]([CH3:32])[C:20]([C:23]4[CH:31]=[CH:30][C:26]([C:27]([OH:29])=O)=[CH:25][CH:24]=4)=[N:21][N:22]=3)[CH:9]=2)[CH:5]=[CH:6][CH:7]=1.[NH4+].[Cl-].C([N:37](CC)CC)C.CN1CCOCC1.CN(C(ON1N=NC2C=CC=CC1=2)=[N+](C)C)C.[B-](F)(F)(F)F. The catalyst is O.CN1C(=O)CCC1. The product is [Cl:1][C:2]1[CH:3]=[C:4]([C:8]2[O:12][N:11]=[C:10]([C@H:13]3[CH2:17][CH2:16][CH2:15][N:14]3[C:18]3[N:19]([CH3:32])[C:20]([C:23]4[CH:24]=[CH:25][C:26]([C:27]([NH2:37])=[O:29])=[CH:30][CH:31]=4)=[N:21][N:22]=3)[CH:9]=2)[CH:5]=[CH:6][CH:7]=1. The yield is 0.840. (10) The reactants are C1(P(C2CCCCC2)C2CCCCC2)CCCCC1.CCCCCC[CH2:26][CH2:27][CH2:28][CH2:29][CH2:30][CH2:31][CH3:32].CN(C)CCO[C:38]1[CH:47]=[CH:46][C:45]2[CH2:44][CH2:43][CH2:42][CH2:41][C:40]=2[CH:39]=1.C(OCOCC)C.C1(C)C(C2C(C)=CC=CC=2)=CC=CC=1.CC1C=CC(O)=CC=1. No catalyst specified. The product is [CH3:32][C:31]1[CH:26]=[CH:27][C:28]([C:38]2[CH:39]=[C:40]3[C:45](=[CH:46][CH:47]=2)[CH2:44][CH2:43][CH2:42][CH2:41]3)=[CH:29][CH:30]=1. The yield is 0.990.